From a dataset of Forward reaction prediction with 1.9M reactions from USPTO patents (1976-2016). Predict the product of the given reaction. (1) Given the reactants [CH:11]([O:10]B([O:10][CH:11]([CH3:13])[CH3:12])[O:10][CH:11]([CH3:13])[CH3:12])([CH3:13])[CH3:12].CB1OB(C)O[B:17]([CH3:22])O1, predict the reaction product. The product is: [CH:11]([O:10][CH:22]([BH2:17])[O:10][CH:11]([CH3:12])[CH3:13])([CH3:13])[CH3:12]. (2) Given the reactants [C:1](O)(=O)[C:2]1[C:3](=[CH:5][CH:6]=[CH:7][CH:8]=1)[NH2:4].[C:11]([OH:14])(=O)C.C(N)=[NH:16].N, predict the reaction product. The product is: [NH:4]1[C:3]2[C:2](=[CH:8][CH:7]=[CH:6][CH:5]=2)[CH:1]=[N:16][C:11]1=[O:14].